Task: Predict which catalyst facilitates the given reaction.. Dataset: Catalyst prediction with 721,799 reactions and 888 catalyst types from USPTO (1) The catalyst class is: 32. Product: [F:89][C:50]([F:49])([F:88])[C:51]1[CH:52]=[C:53]([CH:81]=[C:82]([C:84]([F:85])([F:86])[F:87])[CH:83]=1)[CH2:54][N:55]([CH2:62][C:63]1[CH:68]=[C:67]([C:69]([F:72])([F:71])[F:70])[CH:66]=[CH:65][C:64]=1[C@H:73]([CH:75]1[CH2:80][CH2:79][CH2:78][CH2:77][CH2:76]1)[O:74][CH3:1])[C:56]1[N:57]=[N:58][N:59]([CH3:61])[N:60]=1. Reactant: [C:1]1(P(C2C=CC=CC=2)C2C=CC=CC=2CN[C@@H]2CCCC[C@H]2NCC2C=CC=CC=2P(C2C=CC=CC=2)C2C=CC=CC=2)C=CC=CC=1.[F:49][C:50]([F:89])([F:88])[C:51]1[CH:52]=[C:53]([CH:81]=[C:82]([C:84]([F:87])([F:86])[F:85])[CH:83]=1)[CH2:54][N:55]([CH2:62][C:63]1[CH:68]=[C:67]([C:69]([F:72])([F:71])[F:70])[CH:66]=[CH:65][C:64]=1[C:73]([CH:75]1[CH2:80][CH2:79][CH2:78][CH2:77][CH2:76]1)=[O:74])[C:56]1[N:57]=[N:58][N:59]([CH3:61])[N:60]=1.[OH-].[K+]. (2) Reactant: [NH2:1][C:2]1[CH:26]=[C:25]([Cl:27])[CH:24]=[CH:23][C:3]=1[O:4][CH2:5][C:6]([N:8]1[CH2:13][CH2:12][N:11]([CH2:14][C:15]2[CH:20]=[CH:19][C:18]([F:21])=[CH:17][CH:16]=2)[CH2:10][CH:9]1[CH3:22])=[O:7].CN1CCOCC1.[C:35]([O:39][C:40]([NH:42][CH2:43][CH2:44][C:45](O)=[O:46])=[O:41])([CH3:38])([CH3:37])[CH3:36].F[P-](F)(F)(F)(F)F.N1(OC(N(C)C)=[N+](C)C)C2C=CC=CC=2N=N1. Product: [C:35]([O:39][C:40](=[O:41])[NH:42][CH2:43][CH2:44][C:45](=[O:46])[NH:1][C:2]1[CH:26]=[C:25]([Cl:27])[CH:24]=[CH:23][C:3]=1[O:4][CH2:5][C:6]([N:8]1[CH2:13][CH2:12][N:11]([CH2:14][C:15]2[CH:20]=[CH:19][C:18]([F:21])=[CH:17][CH:16]=2)[CH2:10][CH:9]1[CH3:22])=[O:7])([CH3:38])([CH3:36])[CH3:37]. The catalyst class is: 2.